From a dataset of Forward reaction prediction with 1.9M reactions from USPTO patents (1976-2016). Predict the product of the given reaction. (1) Given the reactants [NH2:1][C:2]1[CH:10]=[CH:9][C:5]([C:6]([NH2:8])=[O:7])=[CH:4][CH:3]=1.N1C=CC=CC=1.Cl[C:18]([O:20][C:21]1[CH:26]=[CH:25][CH:24]=[CH:23][CH:22]=1)=[O:19].CCCCC, predict the reaction product. The product is: [C:6]([C:5]1[CH:9]=[CH:10][C:2]([NH:1][C:18](=[O:19])[O:20][C:21]2[CH:26]=[CH:25][CH:24]=[CH:23][CH:22]=2)=[CH:3][CH:4]=1)(=[O:7])[NH2:8]. (2) Given the reactants [CH:1]1([Mg]Br)[CH2:3][CH2:2]1.[CH2:6]([O:8][C:9]([C:11]1[C:12]([CH3:25])=[C:13]([C:18]([O:20][C:21]([CH3:24])([CH3:23])[CH3:22])=[O:19])[NH:14][C:15]=1[CH:16]=[O:17])=[O:10])[CH3:7], predict the reaction product. The product is: [CH2:6]([O:8][C:9]([C:11]1[C:12]([CH3:25])=[C:13]([C:18]([O:20][C:21]([CH3:24])([CH3:23])[CH3:22])=[O:19])[NH:14][C:15]=1[CH:16]([CH:1]1[CH2:3][CH2:2]1)[OH:17])=[O:10])[CH3:7]. (3) Given the reactants [CH3:1][CH2:2][CH2:3][CH2:4][CH2:5][CH3:6].[C:7]1([N:13]([C:27]2[CH:32]=[CH:31][CH:30]=[CH:29][CH:28]=2)[C:14]2[CH:19]=[CH:18][C:17]([NH:20][C:21]3[CH:26]=[CH:25][CH:24]=[CH:23][CH:22]=3)=[CH:16][CH:15]=2)[CH:12]=[CH:11][CH:10]=[CH:9][CH:8]=1.Br[C:34]1[C:35]2[C:40]([C:41](Br)=[C:42]3[C:47]=1[CH:46]=[CH:45][CH:44]=[CH:43]3)=[CH:39][CH:38]=[CH:37][CH:36]=2.C[C:50]([CH3:53])([O-])[CH3:51].[Na+], predict the reaction product. The product is: [C:3]1([N:20]([C:51]2[CH:50]=[CH:53][CH:26]=[CH:21][CH:22]=2)[C:17]2[CH:16]=[CH:15][C:14]([N:13]([C:34]3[C:35]4[C:40]([C:41]([N:20]([C:21]5[CH:26]=[CH:25][CH:24]=[CH:23][CH:22]=5)[C:17]5[CH:18]=[CH:19][C:14]([N:13]([C:27]6[CH:32]=[CH:31][CH:30]=[CH:29][CH:28]=6)[C:7]6[CH:12]=[CH:11][CH:10]=[CH:9][CH:8]=6)=[CH:15][CH:16]=5)=[C:42]5[C:47]=3[CH:46]=[CH:45][CH:44]=[CH:43]5)=[CH:39][CH:38]=[CH:37][CH:36]=4)[C:7]3[CH:12]=[CH:11][CH:10]=[CH:9][CH:8]=3)=[CH:19][CH:18]=2)[CH:2]=[CH:1][CH:6]=[CH:5][CH:4]=1. (4) The product is: [ClH:23].[Cl:23][C:22]1[C:13]([NH:12][C:10]([C:7]2([CH:1]3[CH2:2][CH2:3][CH2:4][CH2:5][CH2:6]3)[CH2:9][CH2:8]2)=[O:11])=[C:14]2[C:19](=[CH:20][CH:21]=1)[N:18]=[C:17]([N:30]([CH3:32])[CH2:29][CH2:28][CH2:27][NH:26][CH3:31])[CH:16]=[CH:15]2. Given the reactants [CH:1]1([C:7]2([C:10]([NH:12][C:13]3[C:22]([Cl:23])=[CH:21][CH:20]=[C:19]4[C:14]=3[CH:15]=[CH:16][C:17](Cl)=[N:18]4)=[O:11])[CH2:9][CH2:8]2)[CH2:6][CH2:5][CH2:4][CH2:3][CH2:2]1.C[N:26]([CH3:31])[CH2:27][CH2:28][CH2:29][NH2:30].[C:32](#N)C, predict the reaction product. (5) The product is: [CH3:8][O:9][C:10]1[CH:16]=[CH:15][C:13]([N:14]([CH2:2][C:3]([O:5][CH2:23][CH3:25])=[O:4])[CH2:2][C:3]([O:5][CH2:6][CH3:7])=[O:4])=[CH:12][CH:11]=1. Given the reactants Br[CH2:2][C:3]([O:5][CH2:6][CH3:7])=[O:4].[CH3:8][O:9][C:10]1[CH:16]=[CH:15][C:13]([NH2:14])=[CH:12][CH:11]=1.CCN([CH:23]([CH3:25])C)C(C)C, predict the reaction product. (6) Given the reactants C(O[CH:5]1[O:18][C@H:17]([CH2:19][O:20][C:21](=[O:23])[CH3:22])[C@H:12]([O:13][C:14](=[O:16])[CH3:15])[C@H:11]([NH:24][C:25](=[O:36])[C:26]2[CH:31]=[C:30]([O:32][CH3:33])[CH:29]=[C:28]([O:34][CH3:35])[CH:27]=2)[C@H:6]1[O:7][C:8](=[O:10])[CH3:9])(=O)C.C(OC(=O)C)(=O)C.[BrH:44], predict the reaction product. The product is: [C:8]([O:7][C@@H:6]1[C@@H:11]([NH:24][C:25](=[O:36])[C:26]2[CH:27]=[C:28]([O:34][CH3:35])[CH:29]=[C:30]([O:32][CH3:33])[CH:31]=2)[C@@H:12]([O:13][C:14](=[O:16])[CH3:15])[C@@H:17]([CH2:19][O:20][C:21](=[O:23])[CH3:22])[O:18][C@@H:5]1[Br:44])(=[O:10])[CH3:9]. (7) Given the reactants Br[C:2]1[CH:7]=[CH:6][C:5]([C:8]([N:10]2[CH2:15][CH2:14][N:13]([C:16]3[C:21]([CH3:22])=[CH:20][C:19]([CH3:23])=[CH:18][N:17]=3)[CH2:12][CH2:11]2)=[O:9])=[C:4]([Cl:24])[CH:3]=1.[C:25]([N:28]1[CH2:32][CH2:31][NH:30][C:29]1=[O:33])(=[O:27])[CH3:26], predict the reaction product. The product is: [C:25]([N:28]1[CH2:32][CH2:31][N:30]([C:2]2[CH:7]=[CH:6][C:5]([C:8]([N:10]3[CH2:15][CH2:14][N:13]([C:16]4[C:21]([CH3:22])=[CH:20][C:19]([CH3:23])=[CH:18][N:17]=4)[CH2:12][CH2:11]3)=[O:9])=[C:4]([Cl:24])[CH:3]=2)[C:29]1=[O:33])(=[O:27])[CH3:26]. (8) Given the reactants [CH3:1][CH2:2][N:3]([CH:7]([CH3:9])C)[CH:4]([CH3:6])[CH3:5].CN1CCN(C2C=[CH:21][C:20]([C:23]3[CH:38]=[N:37][C:26]4[NH:27][C:28]5[CH:33]=[N:32][C:31]([C:34](O)=[O:35])=[CH:30][C:29]=5[C:25]=4[CH:24]=3)=[CH:19]C=2)CC1.C1C[N:42]([P+](ON2N=NC3C=CC=CC2=3)(N2CCCC2)N2CCCC2)[CH2:41]C1.F[P-](F)(F)(F)(F)F.C1C=CC2N(O)N=[N:78]C=2C=1.N.O1CCOCC1.S(=O)(=O)(O)O, predict the reaction product. The product is: [CH3:41][N:42]1[CH2:1][CH2:2][N:3]([C:4]2[CH:5]=[CH:21][C:20]([C:23]3[CH:38]=[N:37][C:26]4[NH:27][C:28]5[CH:33]=[N:32][C:31]([C:34]([NH2:78])=[O:35])=[CH:30][C:29]=5[C:25]=4[CH:24]=3)=[CH:19][CH:6]=2)[CH2:7][CH2:9]1. (9) Given the reactants C([O:3][C:4]([C:6]1[S:10][C:9]([C:11]2[CH:16]=[N:15][CH:14]=[C:13]([N:17]([CH2:19][CH2:20][O:21][C:22]3[CH:27]=[CH:26][C:25]([F:28])=[CH:24][CH:23]=3)[CH3:18])[N:12]=2)=[N:8][C:7]=1[CH3:29])=[O:5])C.[OH-].[Na+], predict the reaction product. The product is: [F:28][C:25]1[CH:24]=[CH:23][C:22]([O:21][CH2:20][CH2:19][N:17]([CH3:18])[C:13]2[N:12]=[C:11]([C:9]3[S:10][C:6]([C:4]([OH:5])=[O:3])=[C:7]([CH3:29])[N:8]=3)[CH:16]=[N:15][CH:14]=2)=[CH:27][CH:26]=1.